Dataset: NCI-60 drug combinations with 297,098 pairs across 59 cell lines. Task: Regression. Given two drug SMILES strings and cell line genomic features, predict the synergy score measuring deviation from expected non-interaction effect. (1) Drug 1: C#CCC(CC1=CN=C2C(=N1)C(=NC(=N2)N)N)C3=CC=C(C=C3)C(=O)NC(CCC(=O)O)C(=O)O. Drug 2: CC(C)NC(=O)C1=CC=C(C=C1)CNNC.Cl. Cell line: MOLT-4. Synergy scores: CSS=1.92, Synergy_ZIP=0.723, Synergy_Bliss=1.01, Synergy_Loewe=2.38, Synergy_HSA=-1.11. (2) Drug 1: CNC(=O)C1=CC=CC=C1SC2=CC3=C(C=C2)C(=NN3)C=CC4=CC=CC=N4. Drug 2: C(CN)CNCCSP(=O)(O)O. Cell line: NCIH23. Synergy scores: CSS=6.19, Synergy_ZIP=0.0649, Synergy_Bliss=1.83, Synergy_Loewe=-1.11, Synergy_HSA=0.237. (3) Drug 1: CC1=C(C(CCC1)(C)C)C=CC(=CC=CC(=CC(=O)O)C)C. Drug 2: CNC(=O)C1=NC=CC(=C1)OC2=CC=C(C=C2)NC(=O)NC3=CC(=C(C=C3)Cl)C(F)(F)F. Cell line: HT29. Synergy scores: CSS=3.12, Synergy_ZIP=3.87, Synergy_Bliss=3.25, Synergy_Loewe=1.36, Synergy_HSA=3.54. (4) Drug 1: CN(CCCl)CCCl.Cl. Drug 2: CCC1(C2=C(COC1=O)C(=O)N3CC4=CC5=C(C=CC(=C5CN(C)C)O)N=C4C3=C2)O.Cl. Cell line: SW-620. Synergy scores: CSS=39.6, Synergy_ZIP=-4.17, Synergy_Bliss=-0.497, Synergy_Loewe=-3.49, Synergy_HSA=2.25. (5) Synergy scores: CSS=12.5, Synergy_ZIP=-3.38, Synergy_Bliss=2.14, Synergy_Loewe=2.65, Synergy_HSA=2.72. Cell line: A498. Drug 1: CC(C1=C(C=CC(=C1Cl)F)Cl)OC2=C(N=CC(=C2)C3=CN(N=C3)C4CCNCC4)N. Drug 2: C1CN(CCN1C(=O)CCBr)C(=O)CCBr. (6) Cell line: 786-0. Drug 2: CC(C)NC(=O)C1=CC=C(C=C1)CNNC.Cl. Synergy scores: CSS=13.7, Synergy_ZIP=-7.60, Synergy_Bliss=-2.22, Synergy_Loewe=-1.30, Synergy_HSA=-1.22. Drug 1: C1=NC(=NC(=O)N1C2C(C(C(O2)CO)O)O)N.